This data is from Catalyst prediction with 721,799 reactions and 888 catalyst types from USPTO. The task is: Predict which catalyst facilitates the given reaction. (1) Reactant: [CH:1]1[C:6]([CH:7]=O)=[CH:5][C:4]2[O:9][CH2:10][O:11][C:3]=2[CH:2]=1.[Br:12][C:13]1[C:21]([CH2:22]Br)=[CH:20][C:16]2[O:17][CH2:18][O:19][C:15]=2[CH:14]=1.C1([SiH2]C2C=CC=CC=2)C=CC=CC=1.C(=O)([O-])OC(C)(C)C.[Na+]. Product: [O:11]1[C:3]2[CH:2]=[CH:1][C:6]([CH:7]=[CH:22][C:21]3[C:13]([Br:12])=[CH:14][C:15]4[O:19][CH2:18][O:17][C:16]=4[CH:20]=3)=[CH:5][C:4]=2[O:9][CH2:10]1. The catalyst class is: 11. (2) Reactant: [C:1]([O:5][C:6](=[O:18])[NH:7][C@@H:8]([C:12]1[CH:17]=[CH:16][CH:15]=[CH:14][CH:13]=1)[C:9](=[O:11])[CH3:10])([CH3:4])([CH3:3])[CH3:2].[BH4-].[Na+]. Product: [C:1]([O:5][C:6](=[O:18])[NH:7][C@@H:8]([C:12]1[CH:17]=[CH:16][CH:15]=[CH:14][CH:13]=1)[CH:9]([OH:11])[CH3:10])([CH3:2])([CH3:3])[CH3:4]. The catalyst class is: 5.